Dataset: Catalyst prediction with 721,799 reactions and 888 catalyst types from USPTO. Task: Predict which catalyst facilitates the given reaction. (1) Reactant: [CH3:1][O:2][C:3]1[CH:16]=[CH:15][CH:14]=[CH:13][C:4]=1[CH:5]=[C:6]1[C:10](=O)[O:9][C:8]([CH3:12])=[N:7]1.[CH3:17][NH2:18].C(=O)([O-])[O-].[K+].[K+]. Product: [CH3:12][C:8]1[N:18]([CH3:17])[C:10](=[O:9])[C:6](=[CH:5][C:4]2[CH:13]=[CH:14][CH:15]=[CH:16][C:3]=2[O:2][CH3:1])[N:7]=1. The catalyst class is: 8. (2) Reactant: Br[C:2]1[CH:7]=[CH:6][C:5]([CH3:8])=[CH:4][C:3]=1[Cl:9].C1(P(C2C=CC=CC=2)CCCP(C2C=CC=CC=2)C2C=CC=CC=2)C=CC=CC=1.C(N(CC)CC)C.[CH3:46][OH:47].CN([CH:51]=[O:52])C. Product: [Cl:9][C:3]1[CH:4]=[C:5]([CH3:8])[CH:6]=[CH:7][C:2]=1[C:46]([O:52][CH3:51])=[O:47]. The catalyst class is: 318. (3) Reactant: [CH3:1][O:2][CH2:3][CH2:4][OH:5].O[N:7]1[C:11](=[O:12])[C:10]2=[CH:13][CH:14]=[CH:15][CH:16]=[C:9]2[C:8]1=[O:17].C1(P(C2C=CC=CC=2)C2C=CC=CC=2)C=CC=CC=1.N(C(OC(C)C)=O)=NC(OC(C)C)=O. Product: [CH3:1][O:2][CH2:3][CH2:4][O:5][N:7]1[C:11](=[O:12])[C:10]2[C:9](=[CH:16][CH:15]=[CH:14][CH:13]=2)[C:8]1=[O:17]. The catalyst class is: 1. (4) Reactant: [Cl:1][C:2]1[CH:3]=[C:4]([C:8]2[C:13]([O:14][CH3:15])=[CH:12][CH:11]=[C:10]([CH2:16][C:17](O)=O)[C:9]=2[F:20])[CH:5]=[CH:6][CH:7]=1.[NH2:21][NH:22][C:23]([NH2:25])=[S:24].O. Product: [Cl:1][C:2]1[CH:3]=[C:4]([C:8]2[C:13]([O:14][CH3:15])=[CH:12][CH:11]=[C:10]([CH2:16][C:17]3[S:24][C:23]([NH2:25])=[N:22][N:21]=3)[C:9]=2[F:20])[CH:5]=[CH:6][CH:7]=1. The catalyst class is: 286. (5) Reactant: [OH-:1].[K+].[Br:3][C:4]1[CH:5]=[C:6]([OH:10])[CH:7]=[CH:8][CH:9]=1.[CH:11](Cl)(Cl)Cl. Product: [Br:3][C:4]1[CH:5]=[C:6]([OH:10])[CH:7]=[CH:8][C:9]=1[CH:11]=[O:1]. The catalyst class is: 8. (6) Reactant: [I:1][C:2]1[CH:3]=[C:4]2[C:8](=[CH:9][CH:10]=1)[NH:7][C:6](=[O:11])[C:5]2=O.[NH2:13][C:14]1[CH:23]=[CH:22][C:17]([C:18]([NH:20][NH2:21])=[O:19])=[CH:16][CH:15]=1. Product: [NH2:13][C:14]1[CH:23]=[CH:22][C:17]([C:18]([NH:20][N:21]=[C:5]2[C:4]3[C:8](=[CH:9][CH:10]=[C:2]([I:1])[CH:3]=3)[NH:7][C:6]2=[O:11])=[O:19])=[CH:16][CH:15]=1. The catalyst class is: 15. (7) Reactant: [F:1][C:2]1[CH:3]=[C:4]([NH2:12])[C:5](=[CH:9][C:10]=1[F:11])[C:6]([OH:8])=[O:7].ClCCCl.[CH3:17][C:18]([CH3:22])([CH3:21])[CH:19]=O.C(O[BH-](OC(=O)C)OC(=O)C)(=O)C.[Na+]. Product: [F:1][C:2]1[C:10]([F:11])=[CH:9][C:5]([C:6]([OH:8])=[O:7])=[C:4]([NH:12][CH2:17][C:18]([CH3:22])([CH3:21])[CH3:19])[CH:3]=1. The catalyst class is: 322.